Dataset: Full USPTO retrosynthesis dataset with 1.9M reactions from patents (1976-2016). Task: Predict the reactants needed to synthesize the given product. (1) Given the product [C:15]1([CH3:23])[CH:20]=[CH:19][C:18]([CH:21]=[CH:7][C:2]2[CH:3]=[CH:4][CH:5]=[CH:6][N+:1]=2[O-:8])=[CH:17][CH:16]=1, predict the reactants needed to synthesize it. The reactants are: [N+:1]1([O-:8])[C:2]([CH3:7])=[CH:3][CH:4]=[CH:5][CH:6]=1.C([O-])(C)(C)C.[K+].[C:15]1([CH3:23])[CH:20]=[CH:19][C:18]([CH:21]=O)=[CH:17][CH:16]=1. (2) Given the product [Cl:31][C:6]1[CH:5]=[N+:4]([O-:32])[CH:3]=[C:2]([Cl:1])[C:7]=1[CH2:8][C@H:9]([O:20][C:21](=[O:30])[CH2:22][C:23]1[S:24][C:25]([CH:28]=[O:29])=[CH:26][CH:27]=1)[C:10]1[CH:15]=[CH:14][C:13]([O:16][CH3:17])=[C:12]([O:18][CH3:19])[CH:11]=1, predict the reactants needed to synthesize it. The reactants are: [Cl:1][C:2]1[CH:3]=[N+:4]([O-:32])[CH:5]=[C:6]([Cl:31])[C:7]=1[CH2:8][C@H:9]([O:20][C:21](=[O:30])[CH2:22][C:23]1[S:24][C:25]([CH2:28][OH:29])=[CH:26][CH:27]=1)[C:10]1[CH:15]=[CH:14][C:13]([O:16][CH3:17])=[C:12]([O:18][CH3:19])[CH:11]=1.CC(OI1(OC(C)=O)(OC(C)=O)OC(=O)C2C=CC=CC1=2)=O.